From a dataset of Full USPTO retrosynthesis dataset with 1.9M reactions from patents (1976-2016). Predict the reactants needed to synthesize the given product. (1) The reactants are: [F:1][C:2]1[CH:3]=[CH:4][C:5]([CH2:8][O:9][C:10]2[CH:15]=[CH:14][NH:13][C:12](=[O:16])[CH:11]=2)=[N:6][CH:7]=1.Br[C:18]1[CH:19]=[CH:20][C:21]2[C:22]3[CH2:31][N:30]([C:32]([O:34][C:35]([CH3:38])([CH3:37])[CH3:36])=[O:33])[CH2:29][CH2:28][C:23]=3[N:24]([CH3:27])[C:25]=2[CH:26]=1. Given the product [F:1][C:2]1[CH:3]=[CH:4][C:5]([CH2:8][O:9][C:10]2[CH:15]=[CH:14][N:13]([C:18]3[CH:19]=[CH:20][C:21]4[C:22]5[CH2:31][N:30]([C:32]([O:34][C:35]([CH3:38])([CH3:37])[CH3:36])=[O:33])[CH2:29][CH2:28][C:23]=5[N:24]([CH3:27])[C:25]=4[CH:26]=3)[C:12](=[O:16])[CH:11]=2)=[N:6][CH:7]=1, predict the reactants needed to synthesize it. (2) The reactants are: [CH:1]1([C:4]2[C:13]([CH:14]3[CH2:16][CH2:15]3)=[CH:12][C:7]([C:8]([O:10][CH3:11])=[O:9])=[C:6]([OH:17])[CH:5]=2)[CH2:3][CH2:2]1.[Cl:18]N1C(=O)CCC1=O. Given the product [Cl:18][C:5]1[C:6]([OH:17])=[C:7]([CH:12]=[C:13]([CH:14]2[CH2:15][CH2:16]2)[C:4]=1[CH:1]1[CH2:2][CH2:3]1)[C:8]([O:10][CH3:11])=[O:9], predict the reactants needed to synthesize it. (3) Given the product [C:12]([C:11]1[CH:10]=[CH:9][C:4]([C:5]([O:7][CH3:8])=[O:6])=[CH:3][C:2]=1[C:16]([CH3:18])=[CH2:17])([CH3:15])([CH3:14])[CH3:13], predict the reactants needed to synthesize it. The reactants are: Br[C:2]1[CH:3]=[C:4]([CH:9]=[CH:10][C:11]=1[C:12]([CH3:15])([CH3:14])[CH3:13])[C:5]([O:7][CH3:8])=[O:6].[C:16](B1OC(C)(C)C(C)(C)O1)([CH3:18])=[CH2:17].C(=O)([O-])[O-].[K+].[K+].CCOC(C)=O. (4) Given the product [C:1]1([C:7]2([C:16]3[CH:17]=[CH:18][C:13]([OH:19])=[CH:14][CH:15]=3)[CH2:12][CH2:11][CH2:10][CH2:9][CH2:8]2)[CH:6]=[CH:5][CH:4]=[CH:3][CH:2]=1, predict the reactants needed to synthesize it. The reactants are: [C:1]1([C:7]2[CH2:12][CH2:11][CH2:10][CH2:9][CH:8]=2)[CH:6]=[CH:5][CH:4]=[CH:3][CH:2]=1.[C:13]1([OH:19])[CH:18]=[CH:17][CH:16]=[CH:15][CH:14]=1. (5) Given the product [C:18]([C:7]1[N:8]([NH:10][C:11](=[O:17])[O:12][C:13]([CH3:16])([CH3:15])[CH3:14])[CH:9]=[C:5]([CH2:31][OH:32])[CH:6]=1)#[N:19], predict the reactants needed to synthesize it. The reactants are: C[Mg]Br.Br[C:5]1[CH:6]=[C:7]([C:18]#[N:19])[N:8]([NH:10][C:11](=[O:17])[O:12][C:13]([CH3:16])([CH3:15])[CH3:14])[CH:9]=1.C([Li])CCC.CCCCCC.[CH2:31]=[O:32].